From a dataset of Orexin1 receptor HTS with 218,158 compounds and 233 confirmed actives. Binary Classification. Given a drug SMILES string, predict its activity (active/inactive) in a high-throughput screening assay against a specified biological target. The molecule is O=C(N1CCN(CC1)c1ncccc1)Cn1ncc2c1c1c(oc2=O)ccc(c1)C. The result is 0 (inactive).